Dataset: NCI-60 drug combinations with 297,098 pairs across 59 cell lines. Task: Regression. Given two drug SMILES strings and cell line genomic features, predict the synergy score measuring deviation from expected non-interaction effect. (1) Drug 1: CC1=C2C(C(=O)C3(C(CC4C(C3C(C(C2(C)C)(CC1OC(=O)C(C(C5=CC=CC=C5)NC(=O)OC(C)(C)C)O)O)OC(=O)C6=CC=CC=C6)(CO4)OC(=O)C)OC)C)OC. Drug 2: CC(C)(C#N)C1=CC(=CC(=C1)CN2C=NC=N2)C(C)(C)C#N. Cell line: A498. Synergy scores: CSS=25.9, Synergy_ZIP=2.52, Synergy_Bliss=1.38, Synergy_Loewe=-14.6, Synergy_HSA=1.91. (2) Drug 1: C1=CC(=CC=C1CC(C(=O)O)N)N(CCCl)CCCl.Cl. Drug 2: CC12CCC3C(C1CCC2O)C(CC4=C3C=CC(=C4)O)CCCCCCCCCS(=O)CCCC(C(F)(F)F)(F)F. Cell line: HOP-62. Synergy scores: CSS=10.1, Synergy_ZIP=-2.34, Synergy_Bliss=1.41, Synergy_Loewe=-1.66, Synergy_HSA=-2.12. (3) Drug 1: CC1=C2C(C(=O)C3(C(CC4C(C3C(C(C2(C)C)(CC1OC(=O)C(C(C5=CC=CC=C5)NC(=O)OC(C)(C)C)O)O)OC(=O)C6=CC=CC=C6)(CO4)OC(=O)C)O)C)O. Drug 2: CC(C)CN1C=NC2=C1C3=CC=CC=C3N=C2N. Cell line: BT-549. Synergy scores: CSS=16.9, Synergy_ZIP=-9.80, Synergy_Bliss=-14.4, Synergy_Loewe=-34.8, Synergy_HSA=-16.1. (4) Drug 1: CN1CCC(CC1)COC2=C(C=C3C(=C2)N=CN=C3NC4=C(C=C(C=C4)Br)F)OC. Drug 2: C(CN)CNCCSP(=O)(O)O. Cell line: 786-0. Synergy scores: CSS=9.98, Synergy_ZIP=0.586, Synergy_Bliss=7.84, Synergy_Loewe=-1.06, Synergy_HSA=6.66. (5) Drug 2: C(CC(=O)O)C(=O)CN.Cl. Cell line: SNB-75. Drug 1: CC1OCC2C(O1)C(C(C(O2)OC3C4COC(=O)C4C(C5=CC6=C(C=C35)OCO6)C7=CC(=C(C(=C7)OC)O)OC)O)O. Synergy scores: CSS=6.27, Synergy_ZIP=-4.82, Synergy_Bliss=-5.04, Synergy_Loewe=-5.43, Synergy_HSA=-2.78. (6) Drug 1: CNC(=O)C1=CC=CC=C1SC2=CC3=C(C=C2)C(=NN3)C=CC4=CC=CC=N4. Drug 2: C1CN(CCN1C(=O)CCBr)C(=O)CCBr. Cell line: MOLT-4. Synergy scores: CSS=68.9, Synergy_ZIP=0.298, Synergy_Bliss=2.92, Synergy_Loewe=3.72, Synergy_HSA=5.97.